From a dataset of Forward reaction prediction with 1.9M reactions from USPTO patents (1976-2016). Predict the product of the given reaction. Given the reactants [CH3:1][N:2]([CH3:26])[C:3]([NH:5][C:6]1[S:7][C:8](=[CH:12][C:13]2[CH:18]=[CH:17][C:16]([N:19]3[CH2:24][CH2:23][C:22](=O)[CH2:21][CH2:20]3)=[CH:15][CH:14]=2)[C:9](=[O:11])[N:10]=1)=[NH:4].[NH2:27][CH2:28][C@H:29]([OH:44])[CH2:30][O:31][C:32]1[CH:41]=[CH:40][C:39]([OH:42])=[C:38]2[C:33]=1[CH2:34][CH2:35][C:36](=[O:43])[NH:37]2, predict the reaction product. The product is: [OH:44][C@H:29]([CH2:30][O:31][C:32]1[CH:41]=[CH:40][C:39]([OH:42])=[C:38]2[C:33]=1[CH2:34][CH2:35][C:36](=[O:43])[NH:37]2)[CH2:28][NH:27][CH:22]1[CH2:23][CH2:24][N:19]([C:16]2[CH:15]=[CH:14][C:13]([CH:12]=[C:8]3[S:7][C:6]([NH:5][C:3](=[NH:4])[N:2]([CH3:26])[CH3:1])=[N:10][C:9]3=[O:11])=[CH:18][CH:17]=2)[CH2:20][CH2:21]1.